From a dataset of Reaction yield outcomes from USPTO patents with 853,638 reactions. Predict the reaction yield, written as a fraction of the theoretical maximum amount of product (1.0 means a 100% yield; for example, 0.34 means a 34% yield). (1) The reactants are [C:1]([O:5][C:6]([N:8]1[CH2:12][CH2:11][CH2:10][C@@H:9]1[CH2:13][O:14][C:15]1[CH:20]=[CH:19][C:18]([CH2:21][C:22]2[CH:27]=[CH:26][C:25](I)=[CH:24][CH:23]=2)=[CH:17][CH:16]=1)=[O:7])([CH3:4])([CH3:3])[CH3:2].[N:29]1[CH:34]=[CH:33][C:32](B(O)O)=[CH:31][CH:30]=1.C1(P(C2C=CC=CC=2)C2C=CC=CC=2)C=CC=CC=1.C(=O)([O-])[O-].[K+].[K+]. The catalyst is COCCOC.C([O-])(=O)C.[Pd+2].C([O-])(=O)C.O.C(O)C. The product is [C:1]([O:5][C:6]([N:8]1[CH2:12][CH2:11][CH2:10][C@@H:9]1[CH2:13][O:14][C:15]1[CH:20]=[CH:19][C:18]([CH2:21][C:22]2[CH:27]=[CH:26][C:25]([C:32]3[CH:33]=[CH:34][N:29]=[CH:30][CH:31]=3)=[CH:24][CH:23]=2)=[CH:17][CH:16]=1)=[O:7])([CH3:4])([CH3:3])[CH3:2]. The yield is 0.600. (2) The reactants are [C@@H:1]1([NH:10][C:11]2[C:12]3[CH:19]=[CH:18][NH:17][C:13]=3[N:14]=[CH:15][N:16]=2)[C:9]2[C:4](=[CH:5][CH:6]=[CH:7][CH:8]=2)[CH2:3][CH2:2]1.[C:20]1([CH3:26])[CH:25]=[CH:24][CH:23]=CC=1.C(=O)([O-])[O-].[Cs+].[Cs+].CS(OC1CC=CC1)(=O)=O. The catalyst is CN(C)C=O. The product is [CH:23]1([N:17]2[C:13]3[N:14]=[CH:15][N:16]=[C:11]([NH:10][C@@H:1]4[C:9]5[C:4](=[CH:5][CH:6]=[CH:7][CH:8]=5)[CH2:3][CH2:2]4)[C:12]=3[CH:19]=[CH:18]2)[CH2:24][CH:25]=[CH:20][CH2:26]1. The yield is 0.530. (3) The catalyst is CN(C=O)C.CO. The yield is 0.595. The product is [N:38]1[CH:37]=[C:36]([O:24][C:21]2[CH:22]=[CH:23][C:18]([C:16]3[O:17][C:13]([NH:12][C:3]4[CH:4]=[C:5]([C:8]([F:9])([F:10])[F:11])[CH:6]=[CH:7][C:2]=4[Cl:1])=[N:14][N:15]=3)=[CH:19][CH:20]=2)[CH:41]=[N:40][CH:39]=1. The reactants are [Cl:1][C:2]1[CH:7]=[CH:6][C:5]([C:8]([F:11])([F:10])[F:9])=[CH:4][C:3]=1[NH:12][C:13]1[O:17][C:16]([C:18]2[CH:23]=[CH:22][C:21]([OH:24])=[CH:20][CH:19]=2)=[N:15][N:14]=1.C[Si]([N-][Si](C)(C)C)(C)C.[K+].Br[C:36]1[CH:37]=[N:38][CH:39]=[N:40][CH:41]=1.C([O-])([O-])=O.[K+].[K+]. (4) The reactants are [NH2:1][C:2]([CH:4]1[C:13](=[O:14])[NH:12][C:11]2[N:10]=[C:9]([C:15]3[C:20]([O:21]CC4C=CC(OC)=CC=4)=[CH:19][CH:18]=[CH:17][C:16]=3[O:31][CH2:32][CH:33]3[CH2:35][CH2:34]3)[CH:8]=[C:7]([CH:36]3[CH2:41][CH2:40][N:39](C(OC(C)(C)C)=O)[CH2:38][CH2:37]3)[C:6]=2[CH2:5]1)=[O:3].[ClH:49]. The catalyst is O1CCOCC1. The product is [ClH:49].[CH:33]1([CH2:32][O:31][C:16]2[CH:17]=[CH:18][CH:19]=[C:20]([OH:21])[C:15]=2[C:9]2[N:10]=[C:11]3[C:6]([CH2:5][CH:4]([C:2]([NH2:1])=[O:3])[C:13](=[O:14])[NH:12]3)=[C:7]([CH:36]3[CH2:37][CH2:38][NH:39][CH2:40][CH2:41]3)[CH:8]=2)[CH2:34][CH2:35]1. The yield is 0.900. (5) The reactants are Br[C:2]1[CH:8]=[CH:7][C:5]([NH2:6])=[CH:4][CH:3]=1.[F:9][C:10]([F:21])([F:20])[C:11]1[CH:16]=[CH:15][C:14](B(O)O)=[CH:13][CH:12]=1.C(=O)(O)[O-].[Na+]. The catalyst is C(=O)([O-])[O-].[K+].[K+].CN(C)C=O.C1C=CC(P(C2C=CC=CC=2)C2C=CC=CC=2)=CC=1.C1C=CC(P(C2C=CC=CC=2)C2C=CC=CC=2)=CC=1.C1C=CC(P(C2C=CC=CC=2)C2C=CC=CC=2)=CC=1.C1C=CC(P(C2C=CC=CC=2)C2C=CC=CC=2)=CC=1.[Pd]. The product is [F:9][C:10]([F:21])([F:20])[C:11]1[CH:16]=[CH:15][C:14]([C:2]2[CH:8]=[CH:7][C:5]([NH2:6])=[CH:4][CH:3]=2)=[CH:13][CH:12]=1. The yield is 0.700. (6) The product is [CH3:20][C:16]1[S:15][C:7]([C:2]2[CH:3]=[N:4][CH:5]=[CH:6][N:1]=2)=[N:8][C:17]=1[OH:18]. The catalyst is C(O)C. The reactants are [N:1]1[CH:6]=[CH:5][N:4]=[CH:3][C:2]=1[C:7]#[N:8].N1C=CC=CC=1.[SH:15][CH:16]([CH3:20])[C:17](O)=[O:18]. The yield is 0.971. (7) The reactants are [CH3:1][O:2][C:3](=[O:12])[C:4]1[CH:9]=[CH:8][C:7]([OH:10])=[CH:6][C:5]=1[OH:11].Br[CH2:14][CH2:15][CH2:16][O:17][N:18]1[C:26](=[O:27])[C:25]2[C:20](=[CH:21][CH:22]=[CH:23][CH:24]=2)[C:19]1=[O:28].C(=O)([O-])[O-].[Cs+].[Cs+]. The catalyst is CC(C)=O. The product is [CH3:1][O:2][C:3](=[O:12])[C:4]1[CH:9]=[CH:8][C:7]([O:10][CH2:14][CH2:15][CH2:16][O:17][N:18]2[C:26](=[O:27])[C:25]3[C:20](=[CH:21][CH:22]=[CH:23][CH:24]=3)[C:19]2=[O:28])=[CH:6][C:5]=1[OH:11]. The yield is 0.300.